From a dataset of NCI-60 drug combinations with 297,098 pairs across 59 cell lines. Regression. Given two drug SMILES strings and cell line genomic features, predict the synergy score measuring deviation from expected non-interaction effect. (1) Cell line: CAKI-1. Drug 1: CC(CN1CC(=O)NC(=O)C1)N2CC(=O)NC(=O)C2. Synergy scores: CSS=57.9, Synergy_ZIP=-8.54, Synergy_Bliss=-3.67, Synergy_Loewe=-1.53, Synergy_HSA=0.770. Drug 2: CCC1=C2CN3C(=CC4=C(C3=O)COC(=O)C4(CC)O)C2=NC5=C1C=C(C=C5)O. (2) Synergy scores: CSS=0.0265, Synergy_ZIP=1.50, Synergy_Bliss=1.70, Synergy_Loewe=-1.13, Synergy_HSA=-1.72. Cell line: M14. Drug 1: C1CC(=O)NC(=O)C1N2CC3=C(C2=O)C=CC=C3N. Drug 2: CC(C1=C(C=CC(=C1Cl)F)Cl)OC2=C(N=CC(=C2)C3=CN(N=C3)C4CCNCC4)N.